From a dataset of Reaction yield outcomes from USPTO patents with 853,638 reactions. Predict the reaction yield, written as a fraction of the theoretical maximum amount of product (1.0 means a 100% yield; for example, 0.34 means a 34% yield). (1) The reactants are [NH2:1][C:2]1[N:6]([C:7]2[CH:8]=[C:9]([CH:16]=[CH:17][C:18]=2[CH3:19])[C:10]([NH:12][CH:13]2[CH2:15][CH2:14]2)=[O:11])[N:5]=[CH:4][C:3]=1[C:20](=[O:27])[C:21]1[CH:26]=[CH:25][CH:24]=[CH:23][CH:22]=1.[I:28]C1C=C(C=CC=1)C(C(=CNC1C=CC=CC=1)C#N)=O.CCN(C(C)C)C(C)C. The catalyst is C(O)C. The product is [NH2:1][C:2]1[N:6]([C:7]2[CH:8]=[C:9]([CH:16]=[CH:17][C:18]=2[CH3:19])[C:10]([NH:12][CH:13]2[CH2:14][CH2:15]2)=[O:11])[N:5]=[CH:4][C:3]=1[C:20](=[O:27])[C:21]1[CH:22]=[CH:23][CH:24]=[C:25]([I:28])[CH:26]=1. The yield is 0.700. (2) The yield is 0.310. The reactants are S([CH2:11][N+:12]#[C-])(C1C=CC(C)=CC=1)(=O)=O.CC(C)([O-])C.[K+].[CH3:20][C:21]1([CH3:27])[CH2:25][CH2:24][CH2:23][C:22]1=O.Cl. The product is [CH3:20][C:21]1([CH3:27])[CH2:25][CH2:24][CH2:23][CH:22]1[C:11]#[N:12]. The catalyst is CS(C)=O.CO.C(OCC)(=O)C. (3) The reactants are [NH2:1][CH:2]([C:6]#[N:7])[C:3]([NH2:5])=[O:4].Cl.[C:9](=[NH:14])(OCC)[CH3:10].[CH2:15](N)[CH2:16][CH3:17]. The catalyst is C(#N)C. The product is [NH2:7][C:6]1[N:14]([CH2:15][CH2:16][CH3:17])[C:9]([CH3:10])=[N:1][C:2]=1[C:3]([NH2:5])=[O:4]. The yield is 0.450. (4) The reactants are C(=O)([O-])[O:2][CH:3](CC=C)[C:4]1[S:5][C:6]2[CH:12]=[CH:11][C:10]([NH2:13])=[C:9]([F:14])[C:7]=2[N:8]=1.[F:20][C:21]([F:32])([F:31])[C:22]1[CH:30]=[CH:29][C:25]([C:26](O)=[O:27])=[CH:24][N:23]=1. No catalyst specified. The product is [F:14][C:9]1[C:7]2[N:8]=[C:4]([CH2:3][OH:2])[S:5][C:6]=2[CH:12]=[CH:11][C:10]=1[NH:13][C:26](=[O:27])[C:25]1[CH:29]=[CH:30][C:22]([C:21]([F:32])([F:20])[F:31])=[N:23][CH:24]=1. The yield is 0.560. (5) The reactants are [CH:1]1([NH:7][C:8]2[CH:13]=[C:12]([C:14]3[CH:19]=[CH:18][C:17]([C:20](O)=[O:21])=[C:16]([N:23]4[CH2:28][CH2:27][NH:26][CH2:25][CH2:24]4)[N:15]=3)[CH:11]=[CH:10][N:9]=2)[CH2:6][CH2:5][CH2:4][CH2:3][CH2:2]1.[CH:29]([NH2:32])([CH3:31])[CH3:30].CCN(C(C)C)C(C)C.CN(C(ON1N=NC2C=CC=NC1=2)=[N+](C)C)C.F[P-](F)(F)(F)(F)F. The catalyst is CN(C=O)C. The product is [CH:29]([NH:32][C:20]([C:17]1[CH:18]=[CH:19][C:14]([C:12]2[CH:11]=[CH:10][N:9]=[C:8]([NH:7][CH:1]3[CH2:6][CH2:5][CH2:4][CH2:3][CH2:2]3)[CH:13]=2)=[N:15][C:16]=1[N:23]1[CH2:24][CH2:25][NH:26][CH2:27][CH2:28]1)=[O:21])([CH3:31])[CH3:30]. The yield is 0.150. (6) The reactants are C([O:4][CH:5]([CH:9]([O:32]C(=O)C)[C:10]([NH:12][CH2:13][C:14]1[CH:27]=[CH:26][C:25]2[O:24][C:23]3[C:18]4=[C:19]([C:28](=[O:31])[NH:29][N:30]=[C:17]4[C:16]=2[CH:15]=1)[CH:20]=[CH:21][CH:22]=3)=[O:11])[C:6]([OH:8])=[O:7])(=O)C.[OH-].[Na+]. The catalyst is O.O1CCOCC1. The product is [OH:4][CH:5]([CH:9]([OH:32])[C:10]([NH:12][CH2:13][C:14]1[CH:27]=[CH:26][C:25]2[O:24][C:23]3[C:18]4=[C:19]([C:28](=[O:31])[NH:29][N:30]=[C:17]4[C:16]=2[CH:15]=1)[CH:20]=[CH:21][CH:22]=3)=[O:11])[C:6]([OH:8])=[O:7]. The yield is 0.250. (7) The reactants are [H-].[Na+].[NH:3]1[CH2:8][CH2:7][CH2:6][CH2:5][C:4]1=[O:9].Br[CH2:11][CH2:12][CH2:13][Cl:14]. The catalyst is C1COCC1. The product is [Cl:14][CH2:13][CH2:12][CH2:11][N:3]1[CH2:8][CH2:7][CH2:6][CH2:5][C:4]1=[O:9]. The yield is 0.350. (8) The reactants are [N:1]1[CH:6]=[CH:5][C:4]([C:7]2[N:11]=[C:10]([CH2:12][C:13]([OH:15])=O)[NH:9][N:8]=2)=[CH:3][CH:2]=1.[NH:16]1[CH2:20][CH2:19][CH:18]([NH:21][C:22](=[O:28])[O:23][C:24]([CH3:27])([CH3:26])[CH3:25])[CH2:17]1.CN(C(ON1N=NC2C=CC=NC1=2)=[N+](C)C)C.F[P-](F)(F)(F)(F)F.C(N(CC)CC)C. The catalyst is CCOC(C)=O.CN(C=O)C. The product is [N:1]1[CH:2]=[CH:3][C:4]([C:7]2[N:11]=[C:10]([CH2:12][C:13]([N:16]3[CH2:20][CH2:19][CH:18]([NH:21][C:22](=[O:28])[O:23][C:24]([CH3:26])([CH3:25])[CH3:27])[CH2:17]3)=[O:15])[NH:9][N:8]=2)=[CH:5][CH:6]=1. The yield is 0.500.